From a dataset of Full USPTO retrosynthesis dataset with 1.9M reactions from patents (1976-2016). Predict the reactants needed to synthesize the given product. (1) Given the product [CH:1](=[O:10])[CH2:2]/[CH:3]=[CH:4]\[CH2:5][CH2:6][CH2:7][CH2:8][CH3:9], predict the reactants needed to synthesize it. The reactants are: [CH2:1]([OH:10])[CH2:2][CH:3]=[CH:4][CH2:5][CH2:6][CH2:7][CH2:8][CH3:9].CC(OI1(OC(C)=O)(OC(C)=O)OC(=O)C2C=CC=CC1=2)=O. (2) The reactants are: [CH:1]1[C:10]2[C:5](=[C:6]([NH:11][CH:12]3[CH2:17][CH2:16][C:15](=O)[CH2:14][CH2:13]3)[CH:7]=[CH:8][CH:9]=2)[CH:4]=[CH:3][N:2]=1.[CH2:19]([NH2:22])[CH2:20][CH3:21].C(O[BH-](OC(=O)C)OC(=O)C)(=O)C.[Na+].Cl.CO. Given the product [CH:1]1[C:10]2[C:5](=[C:6]([NH:11][CH:12]3[CH2:17][CH2:16][CH:15]([NH:22][CH2:19][CH2:20][CH3:21])[CH2:14][CH2:13]3)[CH:7]=[CH:8][CH:9]=2)[CH:4]=[CH:3][N:2]=1, predict the reactants needed to synthesize it.